Dataset: Full USPTO retrosynthesis dataset with 1.9M reactions from patents (1976-2016). Task: Predict the reactants needed to synthesize the given product. (1) The reactants are: I[C:2]1[CH:3]=[N:4][N:5]([CH3:7])[CH:6]=1.[Li]CCCC.[N:13](/[C:22]([O:24][C:25]([CH3:28])([CH3:27])[CH3:26])=[O:23])=[N:14]/[C:15]([O:17][C:18]([CH3:21])([CH3:20])[CH3:19])=[O:16]. Given the product [CH3:7][N:5]1[CH:6]=[C:2]([N:13]([C:22]([O:24][C:25]([CH3:28])([CH3:27])[CH3:26])=[O:23])[NH:14][C:15]([O:17][C:18]([CH3:19])([CH3:20])[CH3:21])=[O:16])[CH:3]=[N:4]1, predict the reactants needed to synthesize it. (2) The reactants are: [F:1][C:2]1[C:7]([S:8](Cl)(=[O:10])=[O:9])=[C:6]([F:12])[C:5]([F:13])=[C:4]([F:14])[C:3]=1[F:15].[OH-:16].[CH3:17][N+:18]([CH3:21])([CH3:20])[CH3:19]. Given the product [CH3:17][N+:18]([CH3:21])([CH3:20])[CH3:19].[F:1][C:2]1[C:7]([S:8]([O-:16])(=[O:10])=[O:9])=[C:6]([F:12])[C:5]([F:13])=[C:4]([F:14])[C:3]=1[F:15], predict the reactants needed to synthesize it. (3) Given the product [ClH:26].[CH3:19][C:2]1[S:25][C:21]2=[N:20][CH2:24][CH2:23][N:22]2[C:3]=1[C:5]1[C:14]2[C:9](=[C:10]([C:15]([F:18])([F:17])[F:16])[CH:11]=[CH:12][CH:13]=2)[CH:8]=[CH:7][CH:6]=1, predict the reactants needed to synthesize it. The reactants are: Br[CH:2]([CH3:19])[C:3]([C:5]1[C:14]2[C:9](=[C:10]([C:15]([F:18])([F:17])[F:16])[CH:11]=[CH:12][CH:13]=2)[CH:8]=[CH:7][CH:6]=1)=O.[NH:20]1[CH2:24][CH2:23][NH:22][C:21]1=[S:25].[ClH:26]. (4) Given the product [Br:1][C:2]1[CH:7]=[CH:6][C:5]([CH:8]([NH:15][CH2:14][CH2:13][O:12][CH3:11])[CH3:9])=[CH:4][CH:3]=1, predict the reactants needed to synthesize it. The reactants are: [Br:1][C:2]1[CH:7]=[CH:6][C:5]([C:8](=O)[CH3:9])=[CH:4][CH:3]=1.[CH3:11][O:12][CH2:13][CH2:14][NH2:15].CC1NC(C)=C(C(OCC)=O)CC=1C(OCC)=O.NC(N)=S. (5) Given the product [C:10]([C:11]1[CH:16]=[C:15]([C:32]2[CH:33]=[C:34]3[C:29](=[CH:30][CH:31]=2)[NH:28][C:27](=[N:26][OH:25])[C:35]23[CH2:40][CH2:39][CH2:38][CH2:37][CH2:36]2)[CH:14]=[CH:13][CH:12]=1)#[N:17], predict the reactants needed to synthesize it. The reactants are: N1C2C(=CC=CC=2)CC=1.[C:10](#[N:17])[C:11]1[CH:16]=[CH:15][CH:14]=[CH:13][CH:12]=1.C([O:25][N:26]=[C:27]1[C:35]2([CH2:40][CH2:39][CH2:38][CH2:37][CH2:36]2)[C:34]2[C:29](=[CH:30][CH:31]=[C:32](Br)[CH:33]=2)[NH:28]1)C1C=CC=CC=1.C(C1C=C(B(O)O)C=CC=1)#N.